This data is from Forward reaction prediction with 1.9M reactions from USPTO patents (1976-2016). The task is: Predict the product of the given reaction. (1) Given the reactants [O:1]=[C:2]1[C@H:13]([CH2:14][C:15]([NH:17][C@H:18]2[C:27]3[C:22](=[CH:23][CH:24]=[CH:25][CH:26]=3)[CH2:21][CH2:20][CH2:19]2)=[O:16])[CH2:12]C=CC[CH2:8][C:7](=[O:28])[O:6][C@H:5]([C:29]2[CH:34]=[CH:33][CH:32]=[CH:31][CH:30]=2)[CH2:4][NH:3]1.C[N+]1([O-])CC[O:39]CC1.C[C:44]([OH:47])([CH3:46])[CH3:45], predict the reaction product. The product is: [OH:39][C@@H:46]1[C@@H:44]([OH:47])[CH2:45][CH2:8][C:7](=[O:28])[O:6][C@H:5]([C:29]2[CH:34]=[CH:33][CH:32]=[CH:31][CH:30]=2)[CH2:4][NH:3][C:2](=[O:1])[C@H:13]([CH2:14][C:15]([NH:17][C@H:18]2[C:27]3[C:22](=[CH:23][CH:24]=[CH:25][CH:26]=3)[CH2:21][CH2:20][CH2:19]2)=[O:16])[CH2:12]1. (2) Given the reactants N[CH2:2][C:3]([NH:6][C:7]([C:9]1[CH:18]=[C:17]2[C:12]([C:13]([C:19]3[C:23]([C:24]4[CH:29]=[CH:28][CH:27]=[C:26]([CH3:30])[N:25]=4)=[N:22][N:21]4[CH2:31][CH2:32][CH2:33][C:20]=34)=[CH:14][CH:15]=[N:16]2)=[CH:11][CH:10]=1)=[O:8])([CH3:5])[CH3:4].[C:34]([BH3-])#[N:35].[Na+].[C:38](O)(=O)C.C=O, predict the reaction product. The product is: [CH3:38][N:35]([CH3:34])[CH2:2][C:3]([NH:6][C:7]([C:9]1[CH:18]=[C:17]2[C:12]([C:13]([C:19]3[C:23]([C:24]4[CH:29]=[CH:28][CH:27]=[C:26]([CH3:30])[N:25]=4)=[N:22][N:21]4[CH2:31][CH2:32][CH2:33][C:20]=34)=[CH:14][CH:15]=[N:16]2)=[CH:11][CH:10]=1)=[O:8])([CH3:5])[CH3:4]. (3) Given the reactants [C:1]([OH:12])(=[O:11])/[CH:2]=[CH:3]/[CH2:4][CH2:5][CH2:6][CH2:7][CH2:8][CH2:9][CH3:10].[CH2:13]([N:15]([CH2:23][CH3:24])[CH2:16][CH2:17][O:18][CH2:19][CH2:20][CH2:21]O)[CH3:14], predict the reaction product. The product is: [C:1]([O:12][CH2:21][CH2:20][CH2:19][O:18][CH2:17][CH2:16][N:15]([CH2:23][CH3:24])[CH2:13][CH3:14])(=[O:11])/[CH:2]=[CH:3]/[CH2:4][CH2:5][CH2:6][CH2:7][CH2:8][CH2:9][CH3:10]. (4) Given the reactants [CH3:1][N:2]1[C:11]2[C:6](=[CH:7][CH:8]=[CH:9][CH:10]=2)[N:5]=[C:4]([CH3:12])[C:3]1=[O:13].[Se](=O)=[O:15], predict the reaction product. The product is: [CH3:1][N:2]1[C:11]2[C:6](=[CH:7][CH:8]=[CH:9][CH:10]=2)[N:5]=[C:4]([CH:12]=[O:15])[C:3]1=[O:13]. (5) The product is: [S:1]1[C:5]2[CH:6]=[CH:7][CH:8]=[CH:9][C:4]=2[C:3]([NH:10][CH2:11][CH2:12][CH2:13][N:14]([CH2:30][C:31]2[CH:32]=[CH:33][C:34]([C:37]3[CH:42]=[CH:41][C:40]([O:43][CH3:44])=[CH:39][CH:38]=3)=[CH:35][CH:36]=2)[C:15](=[O:29])[CH2:16][CH:17]2[CH2:21][CH2:20][CH2:19][NH:18]2)=[N:2]1. Given the reactants [S:1]1[C:5]2[CH:6]=[CH:7][CH:8]=[CH:9][C:4]=2[C:3]([NH:10][CH2:11][CH2:12][CH2:13][N:14]([CH2:30][C:31]2[CH:36]=[CH:35][C:34]([C:37]3[CH:42]=[CH:41][C:40]([O:43][CH3:44])=[CH:39][CH:38]=3)=[CH:33][CH:32]=2)[C:15](=[O:29])[CH2:16][CH:17]2[CH2:21][CH2:20][CH2:19][N:18]2C(OC(C)(C)C)=O)=[N:2]1.FC(F)(F)C(O)=O, predict the reaction product.